Dataset: Reaction yield outcomes from USPTO patents with 853,638 reactions. Task: Predict the reaction yield, written as a fraction of the theoretical maximum amount of product (1.0 means a 100% yield; for example, 0.34 means a 34% yield). (1) The reactants are [C:1]([C:4]1[NH:5][CH:6]=[CH:7][CH:8]=1)(=[O:3])[CH3:2].[Br:9]N1C(=O)CCC1=O. The catalyst is O1CCCC1.CO. The product is [Br:9][C:6]1[NH:5][C:4]([C:1](=[O:3])[CH3:2])=[CH:8][CH:7]=1. The yield is 0.220. (2) The reactants are C[Si](C)(C)[O:3][C:4]([C:6]1[CH:11]=[CH:10][C:9]([N:12]2[CH:16]=[N:15][CH:14]=[N:13]2)=[CH:8][CH:7]=1)=[CH2:5].Br[CH:20]([C:25]1[CH:30]=[C:29]([Cl:31])[CH:28]=[C:27]([Cl:32])[CH:26]=1)[C:21]([F:24])([F:23])[F:22].N1C=CC=CC=1C1C=CC=CN=1. The catalyst is ClC1C=CC=CC=1Cl.Cl[Cu]. The product is [N:12]1([C:9]2[CH:10]=[CH:11][C:6]([C:4](=[O:5])[CH2:3][CH:20]([C:25]3[CH:26]=[C:27]([Cl:32])[CH:28]=[C:29]([Cl:31])[CH:30]=3)[C:21]([F:24])([F:23])[F:22])=[CH:7][CH:8]=2)[CH:16]=[N:15][CH:14]=[N:13]1. The yield is 0.310. (3) The reactants are Br[C:2]1[N:6]([CH3:7])[C:5]([C:8]2[N:12]3[N:13]=[C:14]([CH3:22])[CH:15]=[C:16]([CH:17]([CH2:20][CH3:21])[CH2:18][CH3:19])[C:11]3=[N:10][C:9]=2[CH3:23])=[CH:4][CH:3]=1.[Br-].[CH3:25][C:26]1[CH:30]=[CH:29][S:28][C:27]=1[Zn+].[NH4+].[Cl-]. The catalyst is C1COCC1. The product is [CH2:18]([CH:17]([C:16]1[C:11]2[N:12]([C:8]([C:5]3[N:6]([CH3:7])[C:2]([C:27]4[S:28][CH:29]=[CH:30][C:26]=4[CH3:25])=[CH:3][CH:4]=3)=[C:9]([CH3:23])[N:10]=2)[N:13]=[C:14]([CH3:22])[CH:15]=1)[CH2:20][CH3:21])[CH3:19]. The yield is 0.550.